Dataset: Catalyst prediction with 721,799 reactions and 888 catalyst types from USPTO. Task: Predict which catalyst facilitates the given reaction. (1) Product: [Cl:1][C:2]1[CH:10]=[C:9]2[C:5]([C:6]([C:11]3[N:16]=[C:15]4[C:17]([C:28]([OH:30])=[O:29])=[CH:18][NH:19][C:14]4=[N:13][CH:12]=3)=[N:7][NH:8]2)=[CH:4][CH:3]=1. The catalyst class is: 38. Reactant: [Cl:1][C:2]1[CH:10]=[C:9]2[C:5]([C:6]([C:11]3[N:16]=[C:15]4[C:17]([C:28]([O:30]C)=[O:29])=[CH:18][N:19](COC(=O)C(C)(C)C)[C:14]4=[N:13][CH:12]=3)=[N:7][NH:8]2)=[CH:4][CH:3]=1.[OH-].[K+]. (2) Reactant: [NH2:1][C:2]1[CH:3]=[N:4][CH:5]=[CH:6][CH:7]=1.[CH3:8][C:9]1[CH:25]=[CH:24][C:12]([C:13]([NH:15][CH:16]([N:21]=[C:22]=[S:23])[C:17]([F:20])([F:19])[F:18])=[O:14])=[CH:11][CH:10]=1. Product: [CH3:8][C:9]1[CH:10]=[CH:11][C:12]([C:13]([NH:15][CH:16]([NH:21][C:22]([NH:1][C:2]2[CH:3]=[N:4][CH:5]=[CH:6][CH:7]=2)=[S:23])[C:17]([F:20])([F:19])[F:18])=[O:14])=[CH:24][CH:25]=1. The catalyst class is: 48.